Dataset: Full USPTO retrosynthesis dataset with 1.9M reactions from patents (1976-2016). Task: Predict the reactants needed to synthesize the given product. (1) Given the product [NH2:1][C:4]1[CH:5]=[N:6][C:7]2[C:12]([C:13]=1[NH:14][CH2:15][CH2:16][CH2:17][NH:18][C:19](=[O:25])[O:20][C:21]([CH3:23])([CH3:22])[CH3:24])=[N:11][CH:10]=[CH:9][CH:8]=2, predict the reactants needed to synthesize it. The reactants are: [N+:1]([C:4]1[CH:5]=[N:6][C:7]2[C:12]([C:13]=1[NH:14][CH2:15][CH2:16][CH2:17][NH:18][C:19](=[O:25])[O:20][C:21]([CH3:24])([CH3:23])[CH3:22])=[N:11][CH:10]=[CH:9][CH:8]=2)([O-])=O. (2) Given the product [CH2:20]([N:17]1[CH2:16][CH2:15][N:14]([C:11]2[CH:10]=[CH:9][C:8]([NH:7][C:4]3[C:3]([C:27]([NH2:29])=[O:28])=[C:2]([NH:1][CH2:34][C:33]4[CH:36]=[C:37]([CH3:40])[C:38]([OH:39])=[C:31]([CH3:30])[CH:32]=4)[NH:6][N:5]=3)=[CH:13][CH:12]=2)[CH2:19][CH2:18]1)[C:21]1[CH:26]=[CH:25][CH:24]=[CH:23][CH:22]=1, predict the reactants needed to synthesize it. The reactants are: [NH2:1][C:2]1[NH:6][N:5]=[C:4]([NH:7][C:8]2[CH:13]=[CH:12][C:11]([N:14]3[CH2:19][CH2:18][N:17]([CH2:20][C:21]4[CH:26]=[CH:25][CH:24]=[CH:23][CH:22]=4)[CH2:16][CH2:15]3)=[CH:10][CH:9]=2)[C:3]=1[C:27]([NH2:29])=[O:28].[CH3:30][C:31]1[CH:32]=[C:33]([CH:36]=[C:37]([CH3:40])[C:38]=1[OH:39])[CH:34]=O.[BH4-].[Na+].O. (3) The reactants are: CN(C(ON1N=NC2C=CC=NC1=2)=[N+](C)C)C.F[P-](F)(F)(F)(F)F.[CH3:25][O:26][C:27](=[O:40])[C:28]1[CH:33]=[CH:32][C:31]([N:34]2[CH2:39][CH2:38][NH:37][CH2:36][CH2:35]2)=[CH:30][CH:29]=1.[Cl:41][C:42]1[C:43]([C:52]([F:55])([F:54])[F:53])=[N:44][N:45]([CH2:48][C:49](O)=[O:50])[C:46]=1[CH3:47]. Given the product [CH3:25][O:26][C:27](=[O:40])[C:28]1[CH:29]=[CH:30][C:31]([N:34]2[CH2:39][CH2:38][N:37]([C:49](=[O:50])[CH2:48][N:45]3[C:46]([CH3:47])=[C:42]([Cl:41])[C:43]([C:52]([F:55])([F:54])[F:53])=[N:44]3)[CH2:36][CH2:35]2)=[CH:32][CH:33]=1, predict the reactants needed to synthesize it. (4) Given the product [C:11]([N:6]1[C:5]2[CH:14]=[CH:15][C:2]([NH:1][C:17]3[N:22]=[C:21]([NH:23][C:24]4[C:35]([F:36])=[CH:34][CH:33]=[CH:32][C:25]=4[C:26]([NH:28][CH2:29][C:30]#[CH:31])=[O:27])[C:20]([Cl:37])=[CH:19][N:18]=3)=[CH:3][C:4]=2[O:10][CH2:9][CH2:8][CH2:7]1)(=[O:13])[CH3:12], predict the reactants needed to synthesize it. The reactants are: [NH2:1][C:2]1[CH:15]=[CH:14][C:5]2[N:6]([C:11](=[O:13])[CH3:12])[CH2:7][CH2:8][CH2:9][O:10][C:4]=2[CH:3]=1.Cl[C:17]1[N:22]=[C:21]([NH:23][C:24]2[C:35]([F:36])=[CH:34][CH:33]=[CH:32][C:25]=2[C:26]([NH:28][CH2:29][C:30]#[CH:31])=[O:27])[C:20]([Cl:37])=[CH:19][N:18]=1.C12(CS(O)(=O)=O)C(C)(C)C(CC1)CC2=O.C(=O)([O-])[O-]. (5) Given the product [CH3:2][O:3][C:4](=[O:25])[C:5]([OH:6])=[CH:7][C:8](=[O:9])[N:10]([CH2:13][C:14]1[CH:15]=[CH:16][C:17]([F:20])=[CH:18][CH:19]=1)[O:11][CH3:12], predict the reactants needed to synthesize it. The reactants are: C[C:2]1(C)[O:6][C:5](=[CH:7][C:8]([N:10]([CH2:13][C:14]2[CH:19]=[CH:18][C:17]([F:20])=[CH:16][C:15]=2S(C)(=O)=O)[O:11][CH3:12])=[O:9])[C:4](=[O:25])[O:3]1. (6) Given the product [F:10][C:9]([F:12])([F:11])[C:7]1[CH:6]=[C:5]([C:13]([CH3:33])([CH3:34])[C:14]([N:16]([C:18]2[CH:19]=[N:20][C:21]([N:45]3[C@H:44]([CH2:43][O:42][Si:41]([C:38]([CH3:40])([CH3:39])[CH3:37])([CH3:54])[CH3:55])[CH2:53][N:52]4[C@H:47]([CH2:48][O:49][CH2:50][CH2:51]4)[CH2:46]3)=[CH:22][C:23]=2[C:24]2[CH:29]=[CH:28][C:27]([F:30])=[CH:26][C:25]=2[Cl:31])[CH3:17])=[O:15])[CH:4]=[C:3]([C:2]([F:1])([F:36])[F:35])[CH:8]=1, predict the reactants needed to synthesize it. The reactants are: [F:1][C:2]([F:36])([F:35])[C:3]1[CH:4]=[C:5]([C:13]([CH3:34])([CH3:33])[C:14]([N:16]([C:18]2[CH:19]=[N:20][C:21](Cl)=[CH:22][C:23]=2[C:24]2[CH:29]=[CH:28][C:27]([F:30])=[CH:26][C:25]=2[Cl:31])[CH3:17])=[O:15])[CH:6]=[C:7]([C:9]([F:12])([F:11])[F:10])[CH:8]=1.[CH3:37][C:38]([Si:41]([CH3:55])([CH3:54])[O:42][CH2:43][C@@H:44]1[CH2:53][N:52]2[C@H:47]([CH2:48][O:49][CH2:50][CH2:51]2)[CH2:46][NH:45]1)([CH3:40])[CH3:39].CC(C)([O-])C.[Na+].C1(P(C2CCCCC2)C2C=CC=CC=2C2C=CC=CC=2N(C)C)CCCCC1. (7) Given the product [NH2:21][C@@H:19]([CH3:20])[CH2:18][N:14]1[CH:13]=[CH:12][C:11]([C:8]2[CH:7]=[C:6]([F:16])[C:3]([C:4]#[N:5])=[C:2]([Cl:1])[C:9]=2[F:10])=[N:15]1, predict the reactants needed to synthesize it. The reactants are: [Cl:1][C:2]1[C:9]([F:10])=[C:8]([C:11]2[NH:15][N:14]=[CH:13][CH:12]=2)[CH:7]=[C:6]([F:16])[C:3]=1[C:4]#[N:5].O[CH2:18][C@@H:19]([NH:21]C(=O)OC(C)(C)C)[CH3:20].C1(P(C2C=CC=CC=2)C2C=CC=CC=2)C=CC=CC=1.N(C(OC(C)(C)C)=O)=NC(OC(C)(C)C)=O. (8) The reactants are: [CH3:1][O:2][C:3]([CH:5]1[CH2:9][C:8](=O)[CH2:7][N:6]1[C:11]([O:13][C:14]([CH3:17])([CH3:16])[CH3:15])=[O:12])=[O:4].[Cl:18][C:19]1[CH:20]=[C:21]([CH:23]=[CH:24][CH:25]=1)[NH2:22].C(O[BH-](OC(=O)C)OC(=O)C)(=O)C.[Na+].C(O)(=O)C. Given the product [CH3:1][O:2][C:3]([C@@H:5]1[CH2:9][C@H:8]([NH:22][C:21]2[CH:23]=[CH:24][CH:25]=[C:19]([Cl:18])[CH:20]=2)[CH2:7][N:6]1[C:11]([O:13][C:14]([CH3:17])([CH3:16])[CH3:15])=[O:12])=[O:4], predict the reactants needed to synthesize it. (9) Given the product [CH2:15]([O:17][C:18](=[O:27])[C:19]1[CH:24]=[CH:23][C:22]([O:14][CH2:13][C:3]2[C:4]([C:7]3[CH:12]=[CH:11][CH:10]=[CH:9][CH:8]=3)=[N:5][O:6][C:2]=2[CH3:1])=[N:21][C:20]=1[CH3:26])[CH3:16], predict the reactants needed to synthesize it. The reactants are: [CH3:1][C:2]1[O:6][N:5]=[C:4]([C:7]2[CH:12]=[CH:11][CH:10]=[CH:9][CH:8]=2)[C:3]=1[CH2:13][OH:14].[CH2:15]([O:17][C:18](=[O:27])[C:19]1[CH:24]=[CH:23][C:22](O)=[N:21][C:20]=1[CH3:26])[CH3:16].